This data is from Full USPTO retrosynthesis dataset with 1.9M reactions from patents (1976-2016). The task is: Predict the reactants needed to synthesize the given product. (1) The reactants are: [OH-:1].[Na+].[CH:3]([C:5]1[CH:23]=[C:8]2[C:9]([C:15]3[CH:16]([CH3:22])[CH2:17][C:18](=[O:21])[NH:19][N:20]=3)=[CH:10][CH:11]=[C:12]([O:13][CH3:14])[N:7]2[N:6]=1)=[O:4].Cl. Given the product [CH3:14][O:13][C:12]1[N:7]2[N:6]=[C:5]([C:3]([OH:1])=[O:4])[CH:23]=[C:8]2[C:9]([C:15]2[CH:16]([CH3:22])[CH2:17][C:18](=[O:21])[NH:19][N:20]=2)=[CH:10][CH:11]=1, predict the reactants needed to synthesize it. (2) Given the product [N:15]1([C:13]([C:11]2[CH:10]=[CH:9][C:8]([C:25]([F:28])([F:26])[F:27])=[C:7]([N:6]3[C:4](=[O:5])[C:3]4[C:2](=[CH:32][CH:31]=[CH:30][CH:29]=4)[NH:1][C:34]3=[O:36])[CH:12]=2)=[O:14])[C:24]2[C:19](=[CH:20][CH:21]=[CH:22][CH:23]=2)[CH2:18][CH2:17][CH2:16]1, predict the reactants needed to synthesize it. The reactants are: [NH2:1][C:2]1[CH:32]=[CH:31][CH:30]=[CH:29][C:3]=1[C:4]([NH:6][C:7]1[CH:12]=[C:11]([C:13]([N:15]2[C:24]3[C:19](=[CH:20][CH:21]=[CH:22][CH:23]=3)[CH2:18][CH2:17][CH2:16]2)=[O:14])[CH:10]=[CH:9][C:8]=1[C:25]([F:28])([F:27])[F:26])=[O:5].Cl[C:34](Cl)([O:36]C(=O)OC(Cl)(Cl)Cl)Cl.C(=O)([O-])O.[Na+].